From a dataset of Reaction yield outcomes from USPTO patents with 853,638 reactions. Predict the reaction yield, written as a fraction of the theoretical maximum amount of product (1.0 means a 100% yield; for example, 0.34 means a 34% yield). (1) The reactants are [OH:1][CH2:2][C:3]1([C:16]2[CH:21]=[CH:20][CH:19]=[CH:18][CH:17]=2)[CH2:8][CH2:7][N:6]([C:9]([O:11][C:12]([CH3:15])([CH3:14])[CH3:13])=[O:10])[CH2:5][CH2:4]1.[Br:22][C:23]1[C:32]2[C:27](=[CH:28][CH:29]=[CH:30][C:31]=2[C:33]([F:36])([F:35])[F:34])[N:26]=[C:25]([CH2:37]Br)[CH:24]=1.CC(C)([O-])C.[K+]. The catalyst is C1COCC1. The product is [Br:22][C:23]1[C:32]2[C:27](=[CH:28][CH:29]=[CH:30][C:31]=2[C:33]([F:36])([F:34])[F:35])[N:26]=[C:25]([CH2:37][O:1][CH2:2][C:3]2([C:16]3[CH:17]=[CH:18][CH:19]=[CH:20][CH:21]=3)[CH2:8][CH2:7][N:6]([C:9]([O:11][C:12]([CH3:14])([CH3:15])[CH3:13])=[O:10])[CH2:5][CH2:4]2)[CH:24]=1. The yield is 0.390. (2) The reactants are [CH3:1][C:2]1[S:3][C:4]([C:13]2[N:17]=[CH:16][N:15]([CH:18]3[CH2:23][CH2:22][CH2:21][CH2:20][O:19]3)[N:14]=2)=[C:5]([C:7]2[CH:12]=[CH:11][CH:10]=[CH:9][CH:8]=2)[N:6]=1.C([Li])CCC.CCCCCC.CON(C)[C:38](=[O:40])[CH3:39]. The catalyst is C1COCC1.CC(O)=O. The product is [C:7]1([C:5]2[N:6]=[C:2]([CH2:1][C:38]([CH3:39])=[O:40])[S:3][C:4]=2[C:13]2[N:17]=[CH:16][N:15]([CH:18]3[CH2:23][CH2:22][CH2:21][CH2:20][O:19]3)[N:14]=2)[CH:8]=[CH:9][CH:10]=[CH:11][CH:12]=1. The yield is 0.740. (3) The reactants are [CH3:1][N:2]([CH2:4][C:5]1[CH:10]=[CH:9][C:8]([CH:11]2C(C3C=CC(CN(C)C)=CC=3)C(=O)[C:18]3[C:17]([C:32]([O:34]C)=O)=[CH:16][CH:15]=[CH:14][C:13]=3[NH:12]2)=[CH:7][CH:6]=1)[CH3:3].[CH3:36][N:37]([CH2:39][C:40]1[CH:45]=[CH:44][C:43]([CH:46]2[CH:55](C3C=CC(CN(C)C)=CC=3)C(=O)C3C(C(OCC)=O)=CC=CC=3N2)=[CH:42][CH:41]=1)[CH3:38].O.[NH2:73][NH2:74]. The catalyst is CO. The product is [CH3:1][N:2]([CH2:4][C:5]1[CH:10]=[CH:9][C:8]([CH:11]2[NH:12][C:13]3[C:18]4[C:55](=[N:73][NH:74][C:32](=[O:34])[C:17]=4[CH:16]=[CH:15][CH:14]=3)[CH:46]2[C:43]2[CH:42]=[CH:41][C:40]([CH2:39][N:37]([CH3:36])[CH3:38])=[CH:45][CH:44]=2)=[CH:7][CH:6]=1)[CH3:3]. The yield is 0.220. (4) The reactants are C([O:3][C:4](=O)[CH2:5][C:6]([C@@H:8]1[CH2:13][CH2:12][N:11]([C:14]([O:16][CH3:17])=[O:15])[C@@H:10]([CH2:18][C:19]2[CH:24]=[CH:23][CH:22]=[CH:21][C:20]=2[F:25])[CH2:9]1)=[O:7])C.[OH-].[Na+].[NH2:29]O.Cl. The catalyst is CO.O. The product is [F:25][C:20]1[CH:21]=[CH:22][CH:23]=[CH:24][C:19]=1[CH2:18][C@H:10]1[CH2:9][C@H:8]([C:6]2[O:7][NH:29][C:4](=[O:3])[CH:5]=2)[CH2:13][CH2:12][N:11]1[C:14]([O:16][CH3:17])=[O:15]. The yield is 0.450. (5) The product is [Br:1][C:2]1[CH:3]=[C:4]([O:11][CH3:12])[C:5]2[O:10][CH2:9][O:8][C:6]=2[CH:7]=1. The yield is 0.520. The reactants are [Br:1][C:2]1[CH:7]=[C:6]([O:8][CH3:9])[C:5]([OH:10])=[C:4]([OH:11])[CH:3]=1.[C:12](=O)([O-])[O-].[K+].[K+].BrCBr. The catalyst is CN(C)C=O. (6) The reactants are C([O-])(O)=O.[Na+].[ClH:6].[CH:7]([N:20]1[CH2:23][C:22]([CH:25]2[CH2:27][CH2:26]2)(O)[CH2:21]1)([C:14]1[CH:19]=[CH:18][CH:17]=[CH:16][CH:15]=1)[C:8]1[CH:13]=[CH:12][CH:11]=[CH:10][CH:9]=1.COCCN(S(F)(F)[F:38])CCOC. The catalyst is C(OCC)(=O)C. The product is [ClH:6].[CH:7]([N:20]1[CH2:23][C:22]([CH:25]2[CH2:27][CH2:26]2)([F:38])[CH2:21]1)([C:14]1[CH:19]=[CH:18][CH:17]=[CH:16][CH:15]=1)[C:8]1[CH:13]=[CH:12][CH:11]=[CH:10][CH:9]=1. The yield is 0.610. (7) The reactants are [N:1]1([CH2:5][C:6]2[CH:7]=[C:8]([C:21]3[N:26]=[C:25]([CH3:27])[N:24]=[C:23]([N:28](CC4C=CC(OC)=CC=4)CC4C=CC(OC)=CC=4)[N:22]=3)[C:9]([NH:12][C:13]3[CH:14]=[N:15][C:16]([O:19][CH3:20])=[CH:17][CH:18]=3)=[N:10][CH:11]=2)[CH2:4][CH2:3][CH2:2]1.FC(F)(F)S(O)(=O)=O. The catalyst is C(O)(C(F)(F)F)=O. The product is [N:1]1([CH2:5][C:6]2[CH:7]=[C:8]([C:21]3[N:26]=[C:25]([CH3:27])[N:24]=[C:23]([NH2:28])[N:22]=3)[C:9]([NH:12][C:13]3[CH:14]=[N:15][C:16]([O:19][CH3:20])=[CH:17][CH:18]=3)=[N:10][CH:11]=2)[CH2:4][CH2:3][CH2:2]1. The yield is 0.120.